This data is from Reaction yield outcomes from USPTO patents with 853,638 reactions. The task is: Predict the reaction yield, written as a fraction of the theoretical maximum amount of product (1.0 means a 100% yield; for example, 0.34 means a 34% yield). The reactants are [C:1]([N:4]1[CH2:9][CH2:8][N:7]([C:10]2[CH:15]=[CH:14][C:13]([N+:16]([O-])=O)=[CH:12][CH:11]=2)[CH2:6][CH2:5]1)(=[O:3])[CH3:2]. The catalyst is C(O)C.[Pd]. The product is [C:1]([N:4]1[CH2:5][CH2:6][N:7]([C:10]2[CH:15]=[CH:14][C:13]([NH2:16])=[CH:12][CH:11]=2)[CH2:8][CH2:9]1)(=[O:3])[CH3:2]. The yield is 0.630.